This data is from Full USPTO retrosynthesis dataset with 1.9M reactions from patents (1976-2016). The task is: Predict the reactants needed to synthesize the given product. (1) Given the product [NH2:23][C@H:7]1[C:8]2[C:13](=[CH:12][CH:11]=[C:10]([C:14]3[CH:15]=[N:16][N:17]([CH2:19][CH2:20][O:21][CH3:22])[CH:18]=3)[CH:9]=2)[N:4]([C:1](=[O:3])[CH3:2])[C@@H:5]([CH:35]2[CH2:37][CH2:36]2)[C@@H:6]1[CH3:34], predict the reactants needed to synthesize it. The reactants are: [C:1]([N:4]1[C:13]2[C:8](=[CH:9][C:10]([C:14]3[CH:15]=[N:16][N:17]([CH2:19][CH2:20][O:21][CH3:22])[CH:18]=3)=[CH:11][CH:12]=2)[C@H:7]([NH:23]C(=O)OCC2C=CC=CC=2)[C@@H:6]([CH3:34])[C@@H:5]1[CH:35]1[CH2:37][CH2:36]1)(=[O:3])[CH3:2].C(N1C2C(=CC(C3C=NN(CCOC)C=3)=CC=2)[C@H](NC(=O)OCC2C=CC=CC=2)[C@@H](C)[C@H]1C1CC1)(=O)C. (2) Given the product [C:1]([O:5][C:6]([N:8]1[CH2:15][CH:14]2[N:16]([C:17](=[O:20])[CH2:18][O:40][C:33]3[CH:32]=[CH:31][C:30]([Cl:29])=[CH:35][C:34]=3[NH:36][C:37](=[O:39])[CH3:38])[CH:10]([CH2:11][N:12]([CH2:21][C:22]3[CH:27]=[CH:26][C:25]([F:28])=[CH:24][CH:23]=3)[CH2:13]2)[CH2:9]1)=[O:7])([CH3:2])([CH3:4])[CH3:3], predict the reactants needed to synthesize it. The reactants are: [C:1]([O:5][C:6]([N:8]1[CH2:15][CH:14]2[N:16]([C:17](=[O:20])[CH2:18]Cl)[CH:10]([CH2:11][N:12]([CH2:21][C:22]3[CH:27]=[CH:26][C:25]([F:28])=[CH:24][CH:23]=3)[CH2:13]2)[CH2:9]1)=[O:7])([CH3:4])([CH3:3])[CH3:2].[Cl:29][C:30]1[CH:31]=[CH:32][C:33]([OH:40])=[C:34]([NH:36][C:37](=[O:39])[CH3:38])[CH:35]=1. (3) Given the product [F:2][C:3]1[CH:8]=[CH:7][C:6]([CH:9]([C:17]2[CH:18]=[CH:19][C:20]([F:23])=[CH:21][CH:22]=2)[CH:10]2[C:15](=[O:16])[CH2:14][CH2:13][N:12]([CH2:29][C:28]3[CH:27]=[C:26]([CH:33]=[CH:32][CH:31]=3)[C:24]#[N:25])[CH2:11]2)=[CH:5][CH:4]=1, predict the reactants needed to synthesize it. The reactants are: Cl.[F:2][C:3]1[CH:8]=[CH:7][C:6]([CH:9]([C:17]2[CH:22]=[CH:21][C:20]([F:23])=[CH:19][CH:18]=2)[CH:10]2[C:15](=[O:16])[CH2:14][CH2:13][NH:12][CH2:11]2)=[CH:5][CH:4]=1.[C:24]([C:26]1[CH:27]=[C:28]([CH:31]=[CH:32][CH:33]=1)[CH2:29]Br)#[N:25].C(=O)([O-])[O-].[K+].[K+].